Task: Predict the reactants needed to synthesize the given product.. Dataset: Full USPTO retrosynthesis dataset with 1.9M reactions from patents (1976-2016) (1) Given the product [Cl:13][C:14]1[CH:15]=[C:16]([NH:21][C:22]2[C:31]3[C:26](=[CH:27][C:28]([O:7][C@@H:8]4[CH2:12][CH2:11][O:10][CH2:9]4)=[C:29]([N+:32]([O-:34])=[O:33])[CH:30]=3)[N:25]=[CH:24][N:23]=2)[CH:17]=[CH:18][C:19]=1[F:20], predict the reactants needed to synthesize it. The reactants are: CC(C)([O-])C.[K+].[OH:7][C@@H:8]1[CH2:12][CH2:11][O:10][CH2:9]1.[Cl:13][C:14]1[CH:15]=[C:16]([NH:21][C:22]2[C:31]3[C:26](=[CH:27][C:28](F)=[C:29]([N+:32]([O-:34])=[O:33])[CH:30]=3)[N:25]=[CH:24][N:23]=2)[CH:17]=[CH:18][C:19]=1[F:20].Cl. (2) The reactants are: [CH3:1][O:2][C:3](=[O:16])[C:4]1[CH:9]=[CH:8][C:7]([NH:10][CH2:11][CH2:12][C:13]#[N:14])=[C:6]([NH2:15])[CH:5]=1.[CH:17](O)=O. Given the product [CH3:1][O:2][C:3]([C:4]1[CH:9]=[CH:8][C:7]2[N:10]([CH2:11][CH2:12][C:13]#[N:14])[CH:17]=[N:15][C:6]=2[CH:5]=1)=[O:16], predict the reactants needed to synthesize it. (3) Given the product [Br:57][C:58]1[CH:59]=[C:60]([C:64]2([NH:68][C:21]([C:20]3[C:14]4[C:15](=[N:16][CH:17]=[C:12]([C:6]5[C:5]6[C:9](=[CH:10][C:2]([F:1])=[CH:3][CH:4]=6)[N:8]([CH3:11])[N:7]=5)[N:13]=4)[N:18]([CH2:24][O:25][CH2:26][CH2:27][Si:28]([CH3:30])([CH3:31])[CH3:29])[CH:19]=3)=[O:22])[CH2:67][CH2:66][CH2:65]2)[CH:61]=[CH:62][CH:63]=1, predict the reactants needed to synthesize it. The reactants are: [F:1][C:2]1[CH:10]=[C:9]2[C:5]([C:6]([C:12]3[N:13]=[C:14]4[C:20]([C:21](O)=[O:22])=[CH:19][N:18]([CH2:24][O:25][CH2:26][CH2:27][Si:28]([CH3:31])([CH3:30])[CH3:29])[C:15]4=[N:16][CH:17]=3)=[N:7][N:8]2[CH3:11])=[CH:4][CH:3]=1.CN(C(ON1N=NC2C=CC=NC1=2)=[N+](C)C)C.F[P-](F)(F)(F)(F)F.Cl.[Br:57][C:58]1[CH:59]=[C:60]([C:64]2([NH2:68])[CH2:67][CH2:66][CH2:65]2)[CH:61]=[CH:62][CH:63]=1.CCN(C(C)C)C(C)C.